The task is: Binary Classification. Given a drug SMILES string, predict its activity (active/inactive) in a high-throughput screening assay against a specified biological target.. This data is from KCNQ2 potassium channel screen with 302,405 compounds. (1) The molecule is O=C1CC(Cc2nc(ncc12)Nc1ccc(cc1)C)(C)C. The result is 0 (inactive). (2) The drug is Clc1cc(CN2CCN(CC2)Cc2ccccc2)c(O)cc1. The result is 0 (inactive).